From a dataset of Catalyst prediction with 721,799 reactions and 888 catalyst types from USPTO. Predict which catalyst facilitates the given reaction. Reactant: [CH3:1][C:2]1[C:3](=[O:13])[C:4]2[C:9]([C:10](=O)[CH:11]=1)=[CH:8][CH:7]=[CH:6][CH:5]=2.[CH3:14][O:15][C:16]1[CH:25]=[CH:24][C:19]([C:20]([NH:22][NH2:23])=[O:21])=[CH:18][CH:17]=1.C1(C)C=CC(S(O)(=O)=O)=CC=1. Product: [CH3:1][C:2]1[C:3](=[O:13])[C:4]2[C:9](=[CH:8][CH:7]=[CH:6][CH:5]=2)/[C:10](=[N:23]/[NH:22][C:20](=[O:21])[C:19]2[CH:24]=[CH:25][C:16]([O:15][CH3:14])=[CH:17][CH:18]=2)/[CH:11]=1. The catalyst class is: 11.